From a dataset of Forward reaction prediction with 1.9M reactions from USPTO patents (1976-2016). Predict the product of the given reaction. (1) Given the reactants [N:1]1[CH:6]=[CH:5][CH:4]=[CH:3][C:2]=1[C:7]([CH2:9][C:10]([O:12]CC)=[O:11])=O.[N:15]([C:18]1[CH:23]=[CH:22][CH:21]=[CH:20][C:19]=1[F:24])=[N+:16]=[N-:17].[O-]CC.[Na+].[OH-].[Na+], predict the reaction product. The product is: [F:24][C:19]1[CH:20]=[CH:21][CH:22]=[CH:23][C:18]=1[N:15]1[C:7]([C:2]2[CH:3]=[CH:4][CH:5]=[CH:6][N:1]=2)=[C:9]([C:10]([OH:12])=[O:11])[N:17]=[N:16]1. (2) Given the reactants [CH3:1][O:2][CH2:3][CH2:4][O:5][C:6]1[CH:11]=[CH:10][C:9]([C:12]2[N:13]=[C:14]3[CH:19]=[CH:18][C:17]([O:20][CH2:21][CH2:22][CH3:23])=[N:16][N:15]3[C:24]=2I)=[CH:8][CH:7]=1.[C:26]1(B(O)O)[CH:31]=[CH:30][CH:29]=[CH:28][CH:27]=1.[OH-].[Na+], predict the reaction product. The product is: [CH3:1][O:2][CH2:3][CH2:4][O:5][C:6]1[CH:11]=[CH:10][C:9]([C:12]2[N:13]=[C:14]3[CH:19]=[CH:18][C:17]([O:20][CH2:21][CH2:22][CH3:23])=[N:16][N:15]3[C:24]=2[C:26]2[CH:31]=[CH:30][CH:29]=[CH:28][CH:27]=2)=[CH:8][CH:7]=1. (3) Given the reactants [CH:1]([OH:4])([CH3:3])[CH3:2].[C:5](Cl)(=[O:9])[C:6]([Cl:8])=[O:7], predict the reaction product. The product is: [CH:1]([O:4][C:5](=[O:9])[C:6]([Cl:8])=[O:7])([CH3:3])[CH3:2].